Dataset: Peptide-MHC class II binding affinity with 134,281 pairs from IEDB. Task: Regression. Given a peptide amino acid sequence and an MHC pseudo amino acid sequence, predict their binding affinity value. This is MHC class II binding data. The peptide sequence is VSVDCSEYPKPDCTA. The MHC is DRB1_0901 with pseudo-sequence DRB1_0901. The binding affinity (normalized) is 0.